Dataset: Reaction yield outcomes from USPTO patents with 853,638 reactions. Task: Predict the reaction yield, written as a fraction of the theoretical maximum amount of product (1.0 means a 100% yield; for example, 0.34 means a 34% yield). The reactants are [CH3:1][O:2][C:3]1[CH:30]=[CH:29][CH:28]=[CH:27][C:4]=1[C:5]([C:7]1[CH:12]=[CH:11][C:10]([CH3:13])=[CH:9][C:8]=1[NH:14][C:15](=[O:26])[NH:16][C:17]1[S:18][CH:19]=[C:20]([CH2:22][C:23]([OH:25])=O)[N:21]=1)=[O:6].[CH3:31][NH2:32].C1COCC1. No catalyst specified. The product is [CH3:1][O:2][C:3]1[CH:30]=[CH:29][CH:28]=[CH:27][C:4]=1[C:5]([C:7]1[CH:12]=[CH:11][C:10]([CH3:13])=[CH:9][C:8]=1[NH:14][C:15](=[O:26])[NH:16][C:17]1[S:18][CH:19]=[C:20]([CH2:22][C:23]([NH:32][CH3:31])=[O:25])[N:21]=1)=[O:6]. The yield is 0.750.